This data is from Retrosynthesis with 50K atom-mapped reactions and 10 reaction types from USPTO. The task is: Predict the reactants needed to synthesize the given product. (1) Given the product Cc1cccc(C)c1-c1cccc(S(=O)(=O)Nc2ccsc2C(=O)O)c1, predict the reactants needed to synthesize it. The reactants are: COC(=O)c1sccc1NS(=O)(=O)c1cccc(-c2c(C)cccc2C)c1. (2) Given the product Cc1c(F)c(F)cc2c(=O)c(C(=O)O)cn(C3CC3)c12, predict the reactants needed to synthesize it. The reactants are: CCOC(=O)c1cn(C2CC2)c2c(C)c(F)c(F)cc2c1=O.